From a dataset of Reaction yield outcomes from USPTO patents with 853,638 reactions. Predict the reaction yield, written as a fraction of the theoretical maximum amount of product (1.0 means a 100% yield; for example, 0.34 means a 34% yield). (1) The reactants are [CH2:1]([NH:3][C:4]([NH:6][C:7]1[S:8][C:9]2[C:15]([C:16]3[CH:21]=[CH:20][CH:19]=[CH:18][N:17]=3)=[CH:14][C:13]([OH:22])=[CH:12][C:10]=2[N:11]=1)=[O:5])[CH3:2].C1C=CC(N([S:30]([C:33]([F:36])([F:35])[F:34])(=[O:32])=[O:31])[S:30]([C:33]([F:36])([F:35])[F:34])(=[O:32])=[O:31])=CC=1.CCN(C(C)C)C(C)C.CCOCC. The catalyst is CN(C=O)C. The product is [CH2:1]([NH:3][C:4]([NH:6][C:7]1[S:8][C:9]2[C:15]([C:16]3[CH:21]=[CH:20][CH:19]=[CH:18][N:17]=3)=[CH:14][C:13]([O:22][S:30]([C:33]([F:36])([F:35])[F:34])(=[O:32])=[O:31])=[CH:12][C:10]=2[N:11]=1)=[O:5])[CH3:2]. The yield is 0.680. (2) The reactants are [Br:1][C:2]1[CH:11]=[CH:10][C:9]([Cl:12])=[CH:8][C:3]=1[C:4](OC)=[O:5].[H-].[H-].[H-].[H-].[Li+].[Al+3]. The catalyst is C1COCC1. The product is [Br:1][C:2]1[CH:11]=[CH:10][C:9]([Cl:12])=[CH:8][C:3]=1[CH2:4][OH:5]. The yield is 0.470. (3) The reactants are [Br:1][C:2]1[CH:7]=[CH:6][C:5]([OH:8])=[C:4]([CH2:9][C:10]2[CH:15]=[CH:14][C:13]([F:16])=[CH:12][CH:11]=2)[CH:3]=1.C(N(C(C)C)C(C)C)C.Cl[CH2:27][O:28][CH3:29].O. The catalyst is C(Cl)Cl. The product is [Br:1][C:2]1[CH:7]=[CH:6][C:5]([O:8][CH2:27][O:28][CH3:29])=[C:4]([CH2:9][C:10]2[CH:15]=[CH:14][C:13]([F:16])=[CH:12][CH:11]=2)[CH:3]=1. The yield is 0.880. (4) The reactants are [CH2:1]=[CH:2][CH3:3].[N:4]1[CH:9]=[CH:8][CH:7]=[CH:6][CH:5]=1. The catalyst is CO.CC(O)=O.[Pt](=O)=O. The product is [CH:2]([N:4]1[CH2:9][CH2:8][CH2:7][CH2:6][CH2:5]1)([CH3:3])[CH3:1]. The yield is 0.650. (5) The reactants are Cl.[CH3:2][C:3]1[C:7]([CH2:8][N:9]2[CH:13]=[C:12]([NH2:14])[CH:11]=[N:10]2)=[C:6]([CH3:15])[O:5][N:4]=1.[C:16]1([CH:22]([CH3:26])[C:23](O)=[O:24])[CH:21]=[CH:20][CH:19]=[CH:18][CH:17]=1.C(N(CC)CC)C.C(Cl)CCl. The catalyst is CN(C1C=CN=CC=1)C.C(Cl)Cl.Cl. The product is [CH3:2][C:3]1[C:7]([CH2:8][N:9]2[CH:13]=[C:12]([NH:14][C:23](=[O:24])[CH:22]([C:16]3[CH:21]=[CH:20][CH:19]=[CH:18][CH:17]=3)[CH3:26])[CH:11]=[N:10]2)=[C:6]([CH3:15])[O:5][N:4]=1. The yield is 0.810.